This data is from Forward reaction prediction with 1.9M reactions from USPTO patents (1976-2016). The task is: Predict the product of the given reaction. (1) Given the reactants [OH:1][C:2]1[C:10]([CH3:11])=[CH:9][CH:8]=[CH:7][C:3]=1[C:4]([OH:6])=O.[CH2:12]([O:14][C:15]([C:17]1([NH2:26])[CH2:25][C:24]2[C:19](=[CH:20][CH:21]=[CH:22][CH:23]=2)[CH2:18]1)=[O:16])[CH3:13].CN(C(ON1N=NC2C=CC=NC1=2)=[N+](C)C)C.F[P-](F)(F)(F)(F)F.CCN(C(C)C)C(C)C, predict the reaction product. The product is: [CH2:12]([O:14][C:15]([C:17]1([NH:26][C:4](=[O:6])[C:3]2[CH:7]=[CH:8][CH:9]=[C:10]([CH3:11])[C:2]=2[OH:1])[CH2:25][C:24]2[C:19](=[CH:20][CH:21]=[CH:22][CH:23]=2)[CH2:18]1)=[O:16])[CH3:13]. (2) The product is: [NH2:1][C:4]1[CH:12]=[CH:11][CH:10]=[C:9]2[C:5]=1[C:6]([C:20]([O:22][CH3:23])=[O:21])=[N:7][N:8]2[C:13]([O:15][C:16]([CH3:19])([CH3:18])[CH3:17])=[O:14]. Given the reactants [N+:1]([C:4]1[CH:12]=[CH:11][CH:10]=[C:9]2[C:5]=1[C:6]([C:20]([O:22][CH3:23])=[O:21])=[N:7][N:8]2[C:13]([O:15][C:16]([CH3:19])([CH3:18])[CH3:17])=[O:14])([O-])=O, predict the reaction product. (3) Given the reactants [CH3:1][O:2][C:3]1[CH:4]=[C:5]2[C:10](=[CH:11][C:12]=1[O:13][CH3:14])[N:9]=[CH:8][N:7]=[C:6]2[O:15][C:16]1[CH:22]=[CH:21][C:19]([NH2:20])=[C:18]([N+:23]([O-:25])=[O:24])[CH:17]=1.C(N(CC)CC)C.ClC(Cl)(O[C:37](=[O:43])OC(Cl)(Cl)Cl)Cl.[CH2:45]([N:47]([C:51]1[CH:56]=[CH:55][CH:54]=[C:53]([CH3:57])[CH:52]=1)[CH2:48][CH2:49][NH2:50])[CH3:46], predict the reaction product. The product is: [CH3:1][O:2][C:3]1[CH:4]=[C:5]2[C:10](=[CH:11][C:12]=1[O:13][CH3:14])[N:9]=[CH:8][N:7]=[C:6]2[O:15][C:16]1[CH:22]=[CH:21][C:19]([NH:20][C:37]([NH:50][CH2:49][CH2:48][N:47]([CH2:45][CH3:46])[C:51]2[CH:56]=[CH:55][CH:54]=[C:53]([CH3:57])[CH:52]=2)=[O:43])=[C:18]([N+:23]([O-:25])=[O:24])[CH:17]=1. (4) The product is: [N+:1]([C:4]1[CH:9]=[CH:8][C:7]([N:10]2[CH2:11][CH2:12][C:13](=[O:16])[CH2:14][CH2:15]2)=[CH:6][CH:5]=1)([O-:3])=[O:2]. Given the reactants [N+:1]([C:4]1[CH:9]=[CH:8][C:7]([N:10]2[CH2:15][CH2:14][CH:13]([OH:16])[CH2:12][CH2:11]2)=[CH:6][CH:5]=1)([O-:3])=[O:2].CC(OI1(OC(C)=O)(OC(C)=O)OC(=O)C2C=CC=CC1=2)=O, predict the reaction product. (5) Given the reactants [Cl:1][C:2]1[CH:9]=[C:8]([N:10]([CH2:16][C:17]2[CH:22]=[CH:21][CH:20]=[CH:19][CH:18]=2)[C@H:11]2[CH2:15][CH2:14][NH:13][CH2:12]2)[CH:7]=[CH:6][C:3]=1[C:4]#[N:5].[CH2:23]([S:27](Cl)(=[O:29])=[O:28])[CH2:24][CH2:25][CH3:26], predict the reaction product. The product is: [CH2:23]([S:27]([N:13]1[CH2:14][CH2:15][C@H:11]([N:10]([CH2:16][C:17]2[CH:18]=[CH:19][CH:20]=[CH:21][CH:22]=2)[C:8]2[CH:7]=[CH:6][C:3]([C:4]#[N:5])=[C:2]([Cl:1])[CH:9]=2)[CH2:12]1)(=[O:29])=[O:28])[CH2:24][CH2:25][CH3:26].